From a dataset of Full USPTO retrosynthesis dataset with 1.9M reactions from patents (1976-2016). Predict the reactants needed to synthesize the given product. (1) The reactants are: [Cl:1][C:2]1[N:11]=[C:10]([NH:12][C@H:13]([C:15]2[CH:20]=[CH:19][C:18]([NH:21][C:22](=[O:30])[C:23]3[CH:28]=[CH:27][C:26]([F:29])=[CH:25][CH:24]=3)=[CH:17][CH:16]=2)[CH3:14])[C:9]2[C:4](=[C:5]([CH3:31])[CH:6]=[CH:7][CH:8]=2)[N:3]=1.[ClH:32].[CH3:33]N. Given the product [ClH:1].[ClH:32].[CH3:33][C:2]1[N:11]=[C:10]([NH:12][C@H:13]([C:15]2[CH:20]=[CH:19][C:18]([NH:21][C:22](=[O:30])[C:23]3[CH:28]=[CH:27][C:26]([F:29])=[CH:25][CH:24]=3)=[CH:17][CH:16]=2)[CH3:14])[C:9]2[C:4](=[C:5]([CH3:31])[CH:6]=[CH:7][CH:8]=2)[N:3]=1, predict the reactants needed to synthesize it. (2) Given the product [Cl:34][C:33]1[C:32]([N:35]2[CH2:40][C@@H:39]3[CH2:41][C@H:36]2[CH2:37][N:38]3[CH3:42])=[CH:31][C:28]([C:29]#[N:30])=[CH:27][C:26]=1[NH:25][C:2]1[N:7]=[C:6]([NH:8][CH2:18][CH3:19])[C:5]2=[N:20][CH:21]=[C:22]([C:23]#[N:24])[N:4]2[N:3]=1, predict the reactants needed to synthesize it. The reactants are: Cl[C:2]1[N:7]=[C:6]([N:8]([CH2:18][CH3:19])CC2C=CC(OC)=CC=2)[C:5]2=[N:20][CH:21]=[C:22]([C:23]#[N:24])[N:4]2[N:3]=1.[NH2:25][C:26]1[CH:27]=[C:28]([CH:31]=[C:32]([N:35]2[CH2:40][C@@H:39]3[CH2:41][C@H:36]2[CH2:37][N:38]3[CH3:42])[C:33]=1[Cl:34])[C:29]#[N:30].P([O-])([O-])([O-])=O.[K+].[K+].[K+].